This data is from Forward reaction prediction with 1.9M reactions from USPTO patents (1976-2016). The task is: Predict the product of the given reaction. (1) Given the reactants [Cl:1][C:2]1[CH:3]=[C:4]2[C:8](=[CH:9][CH:10]=1)[NH:7][C:6]([C:11]1[CH:16]=[CH:15][C:14]([Cl:17])=[CH:13][C:12]=1[Cl:18])=[CH:5]2.[CH3:19]I.[H-].[Na+], predict the reaction product. The product is: [Cl:1][C:2]1[CH:3]=[C:4]2[C:8](=[CH:9][CH:10]=1)[N:7]([CH3:19])[C:6]([C:11]1[CH:16]=[CH:15][C:14]([Cl:17])=[CH:13][C:12]=1[Cl:18])=[CH:5]2. (2) Given the reactants [C:1]([C:4]1[CH:9]=[C:8]([F:10])[C:7]([NH:11][S:12]([CH3:15])(=[O:14])=[O:13])=[C:6]([F:16])[CH:5]=1)(=O)[CH3:2].[CH3:17][C:18]([S@:21]([NH2:23])=[O:22])([CH3:20])[CH3:19], predict the reaction product. The product is: [F:10][C:8]1[CH:9]=[C:4]([C:1](=[N:23][S:21]([C:18]([CH3:20])([CH3:19])[CH3:17])=[O:22])[CH3:2])[CH:5]=[C:6]([F:16])[C:7]=1[NH:11][S:12]([CH3:15])(=[O:14])=[O:13]. (3) Given the reactants [Cl:1][C:2]1[N:7]=[C:6](Cl)[CH:5]=[CH:4][N:3]=1.[CH3:9][O:10][C:11]1[C:16]([O:17][CH3:18])=[C:15]([O:19][CH3:20])[CH:14]=[CH:13][C:12]=1B(O)O.C(=O)([O-])[O-].[Na+].[Na+], predict the reaction product. The product is: [Cl:1][C:2]1[N:7]=[C:6]([C:12]2[CH:13]=[CH:14][C:15]([O:19][CH3:20])=[C:16]([O:17][CH3:18])[C:11]=2[O:10][CH3:9])[CH:5]=[CH:4][N:3]=1. (4) Given the reactants [NH2:1][C:2]1[CH:7]=[CH:6][C:5]([CH:8]([CH3:14])[C:9]([O:11][CH2:12][CH3:13])=[O:10])=[CH:4][C:3]=1[N+:15]([O-])=O, predict the reaction product. The product is: [NH2:15][C:3]1[CH:4]=[C:5]([CH:8]([CH3:14])[C:9]([O:11][CH2:12][CH3:13])=[O:10])[CH:6]=[CH:7][C:2]=1[NH2:1]. (5) Given the reactants [F:1][C:2]1[CH:15]=[CH:14][C:5]([CH2:6][N:7]2[CH2:12][CH2:11][C:10](=[O:13])[CH2:9][CH2:8]2)=[CH:4][CH:3]=1.[C-:16]#[N:17].[K+].OS([O-])=O.[Na+], predict the reaction product. The product is: [F:1][C:2]1[CH:3]=[CH:4][C:5]([CH2:6][N:7]2[CH2:8][CH2:9][C:10]([OH:13])([C:16]#[N:17])[CH2:11][CH2:12]2)=[CH:14][CH:15]=1. (6) Given the reactants Br[C:2]1[N:3]=[C:4]([C@@H:12]2[CH2:16][CH2:15][CH2:14][N:13]2[C:17](=[O:20])[CH:18]=[CH2:19])[N:5]2[CH:10]=[CH:9][N:8]=[C:7]([CH3:11])[C:6]=12.[CH3:21][O:22][C:23]1[CH:28]=[CH:27][N:26]=[C:25]([NH:29][C:30](=[O:46])[C:31]2[CH:36]=[CH:35][C:34](B3OC(C)(C)C(C)(C)O3)=[CH:33][CH:32]=2)[CH:24]=1, predict the reaction product. The product is: [C:17]([N:13]1[CH2:14][CH2:15][CH2:16][C@H:12]1[C:4]1[N:5]2[CH:10]=[CH:9][N:8]=[C:7]([CH3:11])[C:6]2=[C:2]([C:34]2[CH:35]=[CH:36][C:31]([C:30]([NH:29][C:25]3[CH:24]=[C:23]([O:22][CH3:21])[CH:28]=[CH:27][N:26]=3)=[O:46])=[CH:32][CH:33]=2)[N:3]=1)(=[O:20])[CH:18]=[CH2:19]. (7) Given the reactants [CH2:1]([O:3][C:4]1[CH:9]=[CH:8][N:7]([C:10]2[CH:15]=[CH:14][C:13]([F:16])=[CH:12][CH:11]=2)[C:6](=[O:17])[C:5]=1[C:18](Cl)=[O:19])[CH3:2].[Br:21][C:22]1[CH:23]=[N:24][CH:25]=[CH:26][C:27]=1[O:28][C:29]1[C:34]([F:35])=[CH:33][C:32]([NH2:36])=[C:31]([F:37])[CH:30]=1.C(N(CC)C(C)C)(C)C, predict the reaction product. The product is: [Br:21][C:22]1[CH:23]=[N:24][CH:25]=[CH:26][C:27]=1[O:28][C:29]1[C:34]([F:35])=[CH:33][C:32]([NH:36][C:18]([C:5]2[C:6](=[O:17])[N:7]([C:10]3[CH:15]=[CH:14][C:13]([F:16])=[CH:12][CH:11]=3)[CH:8]=[CH:9][C:4]=2[O:3][CH2:1][CH3:2])=[O:19])=[C:31]([F:37])[CH:30]=1.